Task: Predict the reaction yield, written as a fraction of the theoretical maximum amount of product (1.0 means a 100% yield; for example, 0.34 means a 34% yield).. Dataset: Reaction yield outcomes from USPTO patents with 853,638 reactions (1) The reactants are [C:1]1([CH2:7][CH:8]([OH:10])[CH3:9])[CH:6]=[CH:5][CH:4]=[CH:3][CH:2]=1.[Cr](Cl)([O-])(=O)=O.[NH+]1C=CC=CC=1. The catalyst is C(Cl)Cl. The product is [C:1]1([CH2:7][C:8](=[O:10])[CH3:9])[CH:6]=[CH:5][CH:4]=[CH:3][CH:2]=1. The yield is 0.840. (2) The reactants are [CH3:1][N:2]([CH:10]1[CH2:15][CH2:14][C:13]([C:16]2[C:24]3[C:19](=[CH:20][CH:21]=[C:22]([N+:25]([O-])=O)[CH:23]=3)[NH:18][CH:17]=2)=[CH:12][CH2:11]1)[C:3](=[O:9])[O:4][C:5]([CH3:8])([CH3:7])[CH3:6].O.NN. The catalyst is CO.[Ni]. The product is [NH2:25][C:22]1[CH:23]=[C:24]2[C:19](=[CH:20][CH:21]=1)[NH:18][CH:17]=[C:16]2[C:13]1[CH2:14][CH2:15][CH:10]([N:2]([CH3:1])[C:3](=[O:9])[O:4][C:5]([CH3:6])([CH3:7])[CH3:8])[CH2:11][CH:12]=1. The yield is 0.940.